This data is from Reaction yield outcomes from USPTO patents with 853,638 reactions. The task is: Predict the reaction yield, written as a fraction of the theoretical maximum amount of product (1.0 means a 100% yield; for example, 0.34 means a 34% yield). (1) The reactants are [CH:1]1([CH:7]([NH:24][C:25]2[CH:30]=[CH:29][C:28]([C:31]([NH:33][CH2:34][CH2:35][C:36]([O:38][CH2:39][CH3:40])=[O:37])=[O:32])=[CH:27][CH:26]=2)[C:8]2[O:9][C:10]3[CH:17]=[CH:16][C:15]([O:18][CH2:19][CH2:20][CH2:21]SC)=[CH:14][C:11]=3[C:12]=2[CH3:13])[CH2:6][CH2:5][CH2:4][CH2:3][CH2:2]1.Cl[C:42]1C=CC=C(C(OO)=O)C=1.[S:52]([O-:55])([O-])=[O:53].[Na+].[Na+]. The catalyst is CC(C)=O. The product is [CH:1]1([CH:7]([NH:24][C:25]2[CH:30]=[CH:29][C:28]([C:31]([NH:33][CH2:34][CH2:35][C:36]([O:38][CH2:39][CH3:40])=[O:37])=[O:32])=[CH:27][CH:26]=2)[C:8]2[O:9][C:10]3[CH:17]=[CH:16][C:15]([O:18][CH2:19][CH2:20][CH2:21][S:52]([CH3:42])(=[O:55])=[O:53])=[CH:14][C:11]=3[C:12]=2[CH3:13])[CH2:6][CH2:5][CH2:4][CH2:3][CH2:2]1. The yield is 0.680. (2) The reactants are P(Cl)(Cl)(Cl)=O.[Cl:6][CH:7]([CH2:26][CH3:27])[C:8]([NH:10][C:11]1[CH:15]=[CH:14][S:13][C:12]=1[C:16]([NH:18][C:19]1[CH:24]=[CH:23][CH:22]=[CH:21][C:20]=1[CH3:25])=[O:17])=O. No catalyst specified. The product is [Cl:6][CH:7]([C:8]1[N:18]([C:19]2[CH:24]=[CH:23][CH:22]=[CH:21][C:20]=2[CH3:25])[C:16](=[O:17])[C:12]2[S:13][CH:14]=[CH:15][C:11]=2[N:10]=1)[CH2:26][CH3:27]. The yield is 0.870. (3) The reactants are [Cl-].[Na+].[Cl-].[Al+3].[Cl-].[Cl-].[Br:7][C:8]1[CH:13]=[CH:12][C:11]([C:14](=[O:19])[CH2:15][CH2:16][CH2:17]Cl)=[CH:10][CH:9]=1. The catalyst is Cl. The product is [Br:7][C:8]1[CH:13]=[C:12]2[C:11](=[CH:10][CH:9]=1)[C:14](=[O:19])[CH2:15][CH:16]2[CH3:17]. The yield is 0.890. (4) The reactants are [CH3:1][S:2]([C:5]1[CH:10]=[CH:9][C:8]([C:11](=O)[CH2:12][CH2:13][C:14](=O)[CH3:15])=[CH:7][CH:6]=1)(=[O:4])=[O:3].[Br:18][C:19]1[CH:25]=[CH:24][C:22]([NH2:23])=[CH:21][CH:20]=1.C1(C)C=CC(S(O)(=O)=O)=CC=1. The catalyst is C1(C)C=CC=CC=1. The product is [Br:18][C:19]1[CH:25]=[CH:24][C:22]([N:23]2[C:11]([C:8]3[CH:9]=[CH:10][C:5]([S:2]([CH3:1])(=[O:4])=[O:3])=[CH:6][CH:7]=3)=[CH:12][CH:13]=[C:14]2[CH3:15])=[CH:21][CH:20]=1. The yield is 0.540. (5) The reactants are [CH3:1][C:2]1[CH:7]=[C:6]([C:8]2[CH:13]=[C:12]([CH3:14])[CH:11]=[C:10]([CH3:15])[CH:9]=2)[C:5]([O:16]C)=[C:4]([C:18]2[CH:23]=[C:22]([CH3:24])[CH:21]=[C:20]([CH3:25])[CH:19]=2)[CH:3]=1.O.C(OCC)C. The catalyst is C(Cl)Cl. The product is [CH3:1][C:2]1[CH:3]=[C:4]([C:18]2[CH:23]=[C:22]([CH3:24])[CH:21]=[C:20]([CH3:25])[CH:19]=2)[C:5]([OH:16])=[C:6]([C:8]2[CH:9]=[C:10]([CH3:15])[CH:11]=[C:12]([CH3:14])[CH:13]=2)[CH:7]=1. The yield is 0.920.